This data is from Reaction yield outcomes from USPTO patents with 853,638 reactions. The task is: Predict the reaction yield, written as a fraction of the theoretical maximum amount of product (1.0 means a 100% yield; for example, 0.34 means a 34% yield). (1) The reactants are Cl[C:2]1[N:6]2[CH:7]=[C:8]([F:11])[CH:9]=[CH:10][C:5]2=[N:4][N:3]=1.[CH2:12]1[CH2:18][O:17][CH2:16][CH2:15][NH:14][CH2:13]1. The catalyst is CN1C(=O)CCC1. The product is [F:11][C:8]1[CH:9]=[CH:10][C:5]2[N:6]([C:2]([N:14]3[CH2:13][CH2:12][CH2:18][O:17][CH2:16][CH2:15]3)=[N:3][N:4]=2)[CH:7]=1. The yield is 0.250. (2) The reactants are C([O:4][CH2:5][C:6]([NH:8][C:9]1[CH:14]=[CH:13][C:12]([C@H:15]([CH3:27])[C:16]([NH:18][C:19]2[S:20][C:21]([CH:24]([CH3:26])[CH3:25])=[CH:22][N:23]=2)=[O:17])=[CH:11][CH:10]=1)=[O:7])(=O)C.O.[OH-].[Li+]. The product is [C:6]([NH:8][C:9]1[CH:10]=[CH:11][C:12]([C@H:15]([CH3:27])[C:16]([NH:18][C:19]2[S:20][C:21]([CH:24]([CH3:26])[CH3:25])=[CH:22][N:23]=2)=[O:17])=[CH:13][CH:14]=1)(=[O:7])[CH2:5][OH:4]. The catalyst is O1CCCC1.O. The yield is 0.860. (3) The reactants are Cl[C:2]1[CH:11]=[CH:10][N:9]=[C:8]2[C:3]=1[C:4]1[CH:16]=[CH:15][CH:14]=[CH:13][C:5]=1[C:6](=[O:12])[NH:7]2.[C:17]([C:19]1[CH:24]=[CH:23][CH:22]=[CH:21][CH:20]=1)#[CH:18]. No catalyst specified. The product is [C:19]1([C:17]#[C:18][C:2]2[CH:11]=[CH:10][N:9]=[C:8]3[C:3]=2[C:4]2[CH:16]=[CH:15][CH:14]=[CH:13][C:5]=2[C:6](=[O:12])[NH:7]3)[CH:24]=[CH:23][CH:22]=[CH:21][CH:20]=1. The yield is 0.670. (4) The reactants are [Cl:1][C:2]1[CH:3]=[C:4]([NH:9][C:10]2[C:11]3[CH:18]=[C:17]([C:19]4[CH:24]=[CH:23][C:22]([CH2:25]Cl)=[CH:21][CH:20]=4)[NH:16][C:12]=3[N:13]=[CH:14][N:15]=2)[CH:5]=[CH:6][C:7]=1[F:8].[CH3:27][NH:28][CH3:29]. The catalyst is C(O)C. The product is [NH3:9].[Cl:1][C:2]1[CH:3]=[C:4]([NH:9][C:10]2[C:11]3[CH:18]=[C:17]([C:19]4[CH:24]=[CH:23][C:22]([CH2:25][N:28]([CH3:29])[CH3:27])=[CH:21][CH:20]=4)[NH:16][C:12]=3[N:13]=[CH:14][N:15]=2)[CH:5]=[CH:6][C:7]=1[F:8]. The yield is 0.0100. (5) The reactants are [F:1][C:2]([F:36])([F:35])[C:3]1[CH:4]=[C:5]([C:13]([CH3:34])([CH3:33])[C:14]([N:16]([C:18]2[CH:19]=[N:20][C:21](Cl)=[CH:22][C:23]=2[C:24]2[CH:29]=[CH:28][C:27]([F:30])=[CH:26][C:25]=2[CH3:31])[CH3:17])=[O:15])[CH:6]=[C:7]([C:9]([F:12])([F:11])[F:10])[CH:8]=1.[CH3:37][C:38]([O:41][C:42]([NH:44][C@@H:45]([CH2:50][C:51]#[CH:52])[C:46]([O:48][CH3:49])=[O:47])=[O:43])([CH3:40])[CH3:39].C1(P(C2C=CC=CC=2)C2C=CC=CC=2)C=CC=CC=1.C(NC(C)C)(C)C. The catalyst is C(N(CC)CC)C.Cl[Pd](Cl)([P](C1C=CC=CC=1)(C1C=CC=CC=1)C1C=CC=CC=1)[P](C1C=CC=CC=1)(C1C=CC=CC=1)C1C=CC=CC=1.[Cu]I. The product is [F:1][C:2]([F:36])([F:35])[C:3]1[CH:4]=[C:5]([C:13]([CH3:34])([CH3:33])[C:14]([N:16]([CH3:17])[C:18]2[C:23]([C:24]3[CH:29]=[CH:28][C:27]([F:30])=[CH:26][C:25]=3[CH3:31])=[CH:22][C:21]([C:52]#[C:51][CH2:50][C@H:45]([NH:44][C:42]([O:41][C:38]([CH3:40])([CH3:39])[CH3:37])=[O:43])[C:46]([O:48][CH3:49])=[O:47])=[N:20][CH:19]=2)=[O:15])[CH:6]=[C:7]([C:9]([F:12])([F:11])[F:10])[CH:8]=1. The yield is 0.552. (6) The reactants are [CH2:1]([O:3][C:4](=[O:12])[C:5]1[CH:10]=[CH:9][C:8](I)=[CH:7][CH:6]=1)[CH3:2].C([Mg]Cl)(C)C.C([Cu])#N.I[C:22]1[CH:29]=[CH:28][C:25]([C:26]#[N:27])=[CH:24][CH:23]=1. The catalyst is C1COCC1.COCCOC. The product is [CH2:1]([O:3][C:4]([C:5]1[CH:10]=[CH:9][C:8]([C:22]2[CH:29]=[CH:28][C:25]([C:26]#[N:27])=[CH:24][CH:23]=2)=[CH:7][CH:6]=1)=[O:12])[CH3:2]. The yield is 0.720. (7) The reactants are [Cl:1][C:2]1[CH:3]=[C:4]2[C:9](=[CH:10][C:11]=1[O:12][C:13]1[CH:21]=[CH:20][C:16]([C:17]([OH:19])=O)=[CH:15][CH:14]=1)[O:8][CH2:7][CH2:6][CH:5]2[C:22]([O:24][CH2:25][CH3:26])=[O:23].C(N(CC)CC)C.Cl.[CH3:35][C:36]1([CH3:43])[CH2:41][CH2:40][CH:39]([NH2:42])[CH2:38][CH2:37]1.Cl.C(N=C=NCCCN(C)C)C. The catalyst is CN(C)C1C=CN=CC=1.CN(C=O)C.CCOC(C)=O. The product is [Cl:1][C:2]1[CH:3]=[C:4]2[C:9](=[CH:10][C:11]=1[O:12][C:13]1[CH:14]=[CH:15][C:16]([C:17](=[O:19])[NH:42][CH:39]3[CH2:40][CH2:41][C:36]([CH3:43])([CH3:35])[CH2:37][CH2:38]3)=[CH:20][CH:21]=1)[O:8][CH2:7][CH2:6][CH:5]2[C:22]([O:24][CH2:25][CH3:26])=[O:23]. The yield is 0.472.